This data is from Peptide-MHC class II binding affinity with 134,281 pairs from IEDB. The task is: Regression. Given a peptide amino acid sequence and an MHC pseudo amino acid sequence, predict their binding affinity value. This is MHC class II binding data. (1) The peptide sequence is EMGANFKADRVIDPR. The MHC is DRB1_1302 with pseudo-sequence DRB1_1302. The binding affinity (normalized) is 0.253. (2) The peptide sequence is HSLPRCWLVSNGSYL. The binding affinity (normalized) is 0.885. The MHC is DRB1_0101 with pseudo-sequence DRB1_0101.